This data is from Full USPTO retrosynthesis dataset with 1.9M reactions from patents (1976-2016). The task is: Predict the reactants needed to synthesize the given product. (1) Given the product [CH3:1][S:2]([N:5]1[CH2:6][CH:7]=[C:8]([C:11]2[CH:12]=[C:13]3[CH2:19][C@@H:18]([CH:20]4[CH2:25][CH2:24][N:23]([C:27]5[N:32]=[CH:31][C:30]([C:33]([F:36])([F:35])[F:34])=[CH:29][N:28]=5)[CH2:22][CH2:21]4)[O:17][C:14]3=[CH:15][N:16]=2)[CH2:9][CH2:10]1)(=[O:3])=[O:4], predict the reactants needed to synthesize it. The reactants are: [CH3:1][S:2]([N:5]1[CH2:10][CH:9]=[C:8]([C:11]2[CH:12]=[C:13]3[CH2:19][C@@H:18]([CH:20]4[CH2:25][CH2:24][NH:23][CH2:22][CH2:21]4)[O:17][C:14]3=[CH:15][N:16]=2)[CH2:7][CH2:6]1)(=[O:4])=[O:3].Cl[C:27]1[N:32]=[CH:31][C:30]([C:33]([F:36])([F:35])[F:34])=[CH:29][N:28]=1.C(=O)([O-])[O-].[K+].[K+]. (2) Given the product [C:1]([O:5][C:6](=[O:27])[CH:7]([NH:14][S:15]([C:18]1[CH:19]=[C:20]([CH:24]=[CH:25][CH:26]=1)[C:21]([O:23][C@H:36]([C:38]1[CH:43]=[CH:42][C:41]([O:44][CH3:45])=[C:40]([O:46][CH3:47])[CH:39]=1)[CH2:35][C:34]1[C:33]([Cl:48])=[CH:32][N+:31]([O-:49])=[CH:30][C:29]=1[Cl:28])=[O:22])(=[O:17])=[O:16])[C:8]1[CH:9]=[CH:10][CH:11]=[CH:12][CH:13]=1)([CH3:4])([CH3:2])[CH3:3], predict the reactants needed to synthesize it. The reactants are: [C:1]([O:5][C:6](=[O:27])[CH:7]([NH:14][S:15]([C:18]1[CH:19]=[C:20]([CH:24]=[CH:25][CH:26]=1)[C:21]([OH:23])=[O:22])(=[O:17])=[O:16])[C:8]1[CH:13]=[CH:12][CH:11]=[CH:10][CH:9]=1)([CH3:4])([CH3:3])[CH3:2].[Cl:28][C:29]1[CH:30]=[N+:31]([O-:49])[CH:32]=[C:33]([Cl:48])[C:34]=1[CH2:35][C@@H:36]([C:38]1[CH:43]=[CH:42][C:41]([O:44][CH3:45])=[C:40]([O:46][CH3:47])[CH:39]=1)O.Cl.CN(C)CCCN=C=NCC. (3) Given the product [CH2:1]([O:8][C:9]1[CH:10]=[CH:11][C:12]([C@@H:20]([OH:44])[CH2:21][NH:22][CH2:23][CH2:24][C:25]2[CH:26]=[C:27]([NH:31][C:32]([NH:34][CH2:35][CH2:36][CH2:37][C:38]3[CH:43]=[CH:42][CH:41]=[CH:40][CH:39]=3)=[O:33])[CH:28]=[CH:29][CH:30]=2)=[C:13]2[C:18]=1[NH:17][C:16](=[O:19])[CH:15]=[CH:14]2)[C:2]1[CH:3]=[CH:4][CH:5]=[CH:6][CH:7]=1, predict the reactants needed to synthesize it. The reactants are: [CH2:1]([O:8][C:9]1[CH:10]=[CH:11][C:12]([C@@H:20]([O:44][Si](C(C)(C)C)(C)C)[CH2:21][NH:22][CH2:23][CH2:24][C:25]2[CH:26]=[C:27]([NH:31][C:32]([NH:34][CH2:35][CH2:36][CH2:37][C:38]3[CH:43]=[CH:42][CH:41]=[CH:40][CH:39]=3)=[O:33])[CH:28]=[CH:29][CH:30]=2)=[C:13]2[C:18]=1[NH:17][C:16](=[O:19])[CH:15]=[CH:14]2)[C:2]1[CH:7]=[CH:6][CH:5]=[CH:4][CH:3]=1.O.O.O.[F-].C([N+](CCCC)(CCCC)CCCC)CCC. (4) Given the product [Cl:14][C:8]1[CH:9]=[CH:10][CH:11]=[C:12]([Cl:13])[C:7]=1[N:6]1[C:2]2[N:1]=[C:29]([CH2:28][C:25]3[CH:26]=[CH:27][C:22]([OH:21])=[CH:23][CH:24]=3)[NH:20][C:18](=[O:19])[C:3]=2[C:4]([CH:15]([CH3:16])[CH3:17])=[N:5]1, predict the reactants needed to synthesize it. The reactants are: [NH2:1][C:2]1[N:6]([C:7]2[C:12]([Cl:13])=[CH:11][CH:10]=[CH:9][C:8]=2[Cl:14])[N:5]=[C:4]([CH:15]([CH3:17])[CH3:16])[C:3]=1[C:18]([NH2:20])=[O:19].[OH:21][C:22]1[CH:27]=[CH:26][C:25]([CH2:28][C:29](OCC)=O)=[CH:24][CH:23]=1.CC[O-].[Na+].CC(O)=O. (5) Given the product [Cl:16][C:15]1[C:7]([N:6]2[C:2]([NH:1][C:22]([CH:19]3[CH2:21][CH2:20]3)=[O:23])=[C:3]([C:17]#[N:18])[CH:4]=[N:5]2)=[N:8][N:9]2[CH2:14][CH2:13][CH2:12][CH2:11][C:10]=12, predict the reactants needed to synthesize it. The reactants are: [NH2:1][C:2]1[N:6]([C:7]2[C:15]([Cl:16])=[C:10]3[CH2:11][CH2:12][CH2:13][CH2:14][N:9]3[N:8]=2)[N:5]=[CH:4][C:3]=1[C:17]#[N:18].[CH:19]1([C:22](Cl)=[O:23])[CH2:21][CH2:20]1.O. (6) Given the product [CH3:18][C:16]1[C:15]([C:14]([O:20][CH3:21])=[O:19])=[CH:8][C:7]2[C:2](=[N:3][C:4]([C:10]([F:13])([F:12])[F:11])=[CH:5][CH:6]=2)[N:1]=1, predict the reactants needed to synthesize it. The reactants are: [NH2:1][C:2]1[C:7]([CH:8]=O)=[CH:6][CH:5]=[C:4]([C:10]([F:13])([F:12])[F:11])[N:3]=1.[C:14]([O:20][CH3:21])(=[O:19])[CH2:15][C:16]([CH3:18])=O. (7) Given the product [C:1]([N:5]1[CH2:10][CH2:9][N:8]([CH2:11][C:12]2[N:13]([CH3:28])[C:14]3[C:19]([N:20]=2)=[C:18]([N:21]2[CH2:26][CH2:25][O:24][CH2:23][CH2:22]2)[N:17]=[C:16]([C:37]2[C:46]4[C:41](=[CH:42][CH:43]=[CH:44][CH:45]=4)[C:40]([NH2:47])=[N:39][CH:38]=2)[N:15]=3)[CH2:7][CH2:6]1)([CH3:4])([CH3:3])[CH3:2], predict the reactants needed to synthesize it. The reactants are: [C:1]([N:5]1[CH2:10][CH2:9][N:8]([CH2:11][C:12]2[N:13]([CH3:28])[C:14]3[C:19]([N:20]=2)=[C:18]([N:21]2[CH2:26][CH2:25][O:24][CH2:23][CH2:22]2)[N:17]=[C:16](Cl)[N:15]=3)[CH2:7][CH2:6]1)([CH3:4])([CH3:3])[CH3:2].CC1(C)C(C)(C)OB([C:37]2[C:46]3[C:41](=[CH:42][CH:43]=[CH:44][CH:45]=3)[C:40]([NH2:47])=[N:39][CH:38]=2)O1. (8) Given the product [Cl:27][C:25]1[CH:24]=[C:23]([C:28]2([C:46]([F:48])([F:49])[F:47])[CH2:32][C:31]3[CH:33]=[C:34]([C:2]4[CH:7]=[CH:6][N:5]=[C:4]([NH:8][C:9]([CH:11]5[CH2:13][CH2:12]5)=[O:10])[CH:3]=4)[CH:35]=[CH:36][C:30]=3[O:29]2)[CH:22]=[C:21]([Cl:20])[CH:26]=1, predict the reactants needed to synthesize it. The reactants are: Br[C:2]1[CH:7]=[CH:6][N:5]=[C:4]([NH:8][C:9]([CH:11]2[CH2:13][CH2:12]2)=[O:10])[CH:3]=1.C(=O)([O-])[O-].[K+].[K+].[Cl:20][C:21]1[CH:22]=[C:23]([C:28]2([C:46]([F:49])([F:48])[F:47])[CH2:32][C:31]3[CH:33]=[C:34](B4OC(C)(C)C(C)(C)O4)[CH:35]=[CH:36][C:30]=3[O:29]2)[CH:24]=[C:25]([Cl:27])[CH:26]=1. (9) Given the product [F:33][C:32]([F:35])([F:34])[C:30]([OH:36])=[O:31].[CH3:1][O:2][C:3](=[O:21])[C:4]1[CH:9]=[CH:8][CH:7]=[C:6]([C:10]([NH:14][NH2:15])=[S:11])[CH:5]=1, predict the reactants needed to synthesize it. The reactants are: [CH3:1][O:2][C:3](=[O:21])[C:4]1[CH:9]=[CH:8][CH:7]=[C:6]([C:10]([NH:14][NH:15]OC(C)(C)C)=[S:11]=C=O)[CH:5]=1.C1(OC)C=CC=CC=1.[C:30]([OH:36])([C:32]([F:35])([F:34])[F:33])=[O:31]. (10) Given the product [NH2:1][C:2]1[N:3]=[CH:4][C:5]([C:18]2[CH:19]=[CH:20][C:21]([CH2:22][N:23]([CH2:44][CH3:45])[CH:24]3[CH2:29][CH2:28][NH:27][C@@H:26]([C:37]([O:39][C:40]([CH3:41])([CH3:43])[CH3:42])=[O:38])[CH2:25]3)=[CH:46][CH:47]=2)=[N:6][C:7]=1[NH:8][CH2:9][C:10]1[C:15]([Cl:16])=[CH:14][CH:13]=[CH:12][C:11]=1[Cl:17], predict the reactants needed to synthesize it. The reactants are: [NH2:1][C:2]1[N:3]=[CH:4][C:5]([C:18]2[CH:47]=[CH:46][C:21]([CH2:22][N:23]([CH2:44][CH3:45])[CH:24]3[CH2:29][CH2:28][N:27](C(OC(C)(C)C)=O)[C@@H:26]([C:37]([O:39][C:40]([CH3:43])([CH3:42])[CH3:41])=[O:38])[CH2:25]3)=[CH:20][CH:19]=2)=[N:6][C:7]=1[NH:8][CH2:9][C:10]1[C:15]([Cl:16])=[CH:14][CH:13]=[CH:12][C:11]=1[Cl:17].Cl.[OH-].[Na+].